Dataset: NCI-60 drug combinations with 297,098 pairs across 59 cell lines. Task: Regression. Given two drug SMILES strings and cell line genomic features, predict the synergy score measuring deviation from expected non-interaction effect. Drug 1: CCC1=CC2CC(C3=C(CN(C2)C1)C4=CC=CC=C4N3)(C5=C(C=C6C(=C5)C78CCN9C7C(C=CC9)(C(C(C8N6C)(C(=O)OC)O)OC(=O)C)CC)OC)C(=O)OC.C(C(C(=O)O)O)(C(=O)O)O. Drug 2: CC1=C(C=C(C=C1)NC(=O)C2=CC=C(C=C2)CN3CCN(CC3)C)NC4=NC=CC(=N4)C5=CN=CC=C5. Cell line: A549. Synergy scores: CSS=40.5, Synergy_ZIP=4.47, Synergy_Bliss=9.03, Synergy_Loewe=-22.4, Synergy_HSA=6.82.